This data is from Full USPTO retrosynthesis dataset with 1.9M reactions from patents (1976-2016). The task is: Predict the reactants needed to synthesize the given product. (1) Given the product [F:1][C:2]1[CH:3]=[N:4][C:5]([NH:11][CH2:12][CH2:13][O:14][C:15]2[CH:20]=[CH:19][C:18]([F:21])=[CH:17][CH:16]=2)=[C:6]([CH:10]=1)[C:7]([NH:27][C:23]([CH3:24])([C:25]#[CH:26])[CH3:22])=[O:9], predict the reactants needed to synthesize it. The reactants are: [F:1][C:2]1[CH:3]=[N:4][C:5]([NH:11][CH2:12][CH2:13][O:14][C:15]2[CH:20]=[CH:19][C:18]([F:21])=[CH:17][CH:16]=2)=[C:6]([CH:10]=1)[C:7]([OH:9])=O.[CH3:22][C:23]([NH2:27])([C:25]#[CH:26])[CH3:24].C1C=CC2N(O)N=NC=2C=1.CCN=C=NCCCN(C)C.CCN(C(C)C)C(C)C. (2) Given the product [O:47]1[CH:48]=[CH:49][CH:50]=[C:46]1[C:41]1[N:42]=[C:43]([NH:45][C:6]([CH:3]2[CH2:4][CH2:5][O:1][CH2:2]2)=[O:8])[S:44][C:40]=1[C:38]([CH:35]1[CH2:36][CH2:37][O:32][CH2:33][CH2:34]1)=[O:39], predict the reactants needed to synthesize it. The reactants are: [O:1]1[CH2:5][CH2:4][CH:3]([C:6]([OH:8])=O)[CH2:2]1.CCN=C=NCCCN(C)C.Cl.O.ON1C2C=CC=CC=2N=N1.[O:32]1[CH2:37][CH2:36][CH:35]([C:38]([C:40]2[S:44][C:43]([NH2:45])=[N:42][C:41]=2[C:46]2[O:47][CH:48]=[CH:49][CH:50]=2)=[O:39])[CH2:34][CH2:33]1.C(=O)([O-])O.[Na+].